This data is from Peptide-MHC class II binding affinity with 134,281 pairs from IEDB. The task is: Regression. Given a peptide amino acid sequence and an MHC pseudo amino acid sequence, predict their binding affinity value. This is MHC class II binding data. The peptide sequence is KVTFLSQVHPSPLLT. The MHC is DRB1_0701 with pseudo-sequence DRB1_0701. The binding affinity (normalized) is 1.00.